Dataset: Reaction yield outcomes from USPTO patents with 853,638 reactions. Task: Predict the reaction yield, written as a fraction of the theoretical maximum amount of product (1.0 means a 100% yield; for example, 0.34 means a 34% yield). (1) The reactants are Br[C:2]1[CH:3]=[N:4][N:5]([C:7]([C:24]2[CH:29]=[CH:28][C:27]([O:30][CH3:31])=[CH:26][CH:25]=2)([C:16]2[CH:21]=[CH:20][C:19]([O:22][CH3:23])=[CH:18][CH:17]=2)[C:8]2[CH:13]=[CH:12][C:11]([O:14][CH3:15])=[CH:10][CH:9]=2)[CH:6]=1.[CH:32]([C:34]1[CH:39]=[CH:38][C:37](B(O)O)=[CH:36][CH:35]=1)=[O:33].C([O-])([O-])=O.[K+].[K+]. The catalyst is COCCOC.O.C1C=CC([P]([Pd]([P](C2C=CC=CC=2)(C2C=CC=CC=2)C2C=CC=CC=2)([P](C2C=CC=CC=2)(C2C=CC=CC=2)C2C=CC=CC=2)[P](C2C=CC=CC=2)(C2C=CC=CC=2)C2C=CC=CC=2)(C2C=CC=CC=2)C2C=CC=CC=2)=CC=1. The product is [CH3:15][O:14][C:11]1[CH:12]=[CH:13][C:8]([C:7]([C:24]2[CH:29]=[CH:28][C:27]([O:30][CH3:31])=[CH:26][CH:25]=2)([C:16]2[CH:21]=[CH:20][C:19]([O:22][CH3:23])=[CH:18][CH:17]=2)[N:5]2[CH:6]=[C:2]([C:37]3[CH:38]=[CH:39][C:34]([CH:32]=[O:33])=[CH:35][CH:36]=3)[CH:3]=[N:4]2)=[CH:9][CH:10]=1. The yield is 0.330. (2) The reactants are [F:1][C:2]1[CH:3]=[CH:4][C:5]([CH:8]=O)=[N:6][CH:7]=1.Cl.[NH2:11][OH:12].[OH-].[Na+].Cl. The catalyst is C(O)C.O. The product is [F:1][C:2]1[CH:3]=[CH:4][C:5]([CH:8]=[N:11][OH:12])=[N:6][CH:7]=1. The yield is 0.790. (3) The reactants are [NH2:1][C:2]1[C:7]([F:8])=[C:6]([Cl:9])[N:5]=[C:4]([C:10]([O:12][CH3:13])=[O:11])[C:3]=1I.[CH:15]([Sn](CCCC)(CCCC)CCCC)=[CH2:16]. The catalyst is ClC(Cl)C.Cl[Pd](Cl)([P](C1C=CC=CC=1)(C1C=CC=CC=1)C1C=CC=CC=1)[P](C1C=CC=CC=1)(C1C=CC=CC=1)C1C=CC=CC=1. The product is [NH2:1][C:2]1[C:7]([F:8])=[C:6]([Cl:9])[N:5]=[C:4]([C:10]([O:12][CH3:13])=[O:11])[C:3]=1[CH:15]=[CH2:16]. The yield is 0.657.